From a dataset of Human liver microsome stability data. Regression/Classification. Given a drug SMILES string, predict its absorption, distribution, metabolism, or excretion properties. Task type varies by dataset: regression for continuous measurements (e.g., permeability, clearance, half-life) or binary classification for categorical outcomes (e.g., BBB penetration, CYP inhibition). Dataset: hlm. (1) The compound is Fc1cccc(-n2cnc3c(NCc4nc5ccccc5o4)nc(N4CCOCC4)nc32)c1. The result is 1 (stable in human liver microsomes). (2) The compound is NS(=O)(=O)CC(=O)NCCSc1nonc1C(=NO)Nc1ccc(F)c(C(F)F)c1. The result is 0 (unstable in human liver microsomes). (3) The result is 1 (stable in human liver microsomes). The drug is COc1ccc(S(=O)(=O)N[C@H]2CC[C@@H](N3CCN(c4ccccc4OC(C)C)CC3)CC2)cc1OC. (4) The compound is Cc1c[nH]c2ncnc(-c3ccc(NC(=O)N(CCO)c4ccc(Cl)cc4)cc3)c12. The result is 0 (unstable in human liver microsomes). (5) The molecule is CCCCOC(=O)NS(=O)(=O)c1sc(CC(C)C)cc1-c1cccc(Cn2ccnc2)c1. The result is 1 (stable in human liver microsomes). (6) The molecule is N#CC1(n2cc([C@@H](NC(=O)c3ccc(NC(=O)C4CC4)cc3)C3CCCCC3)nn2)CC1. The result is 0 (unstable in human liver microsomes). (7) The molecule is CCOc1cccc2c1c(C=C1C(=O)NN=C1c1snnc1C)cn2C. The result is 1 (stable in human liver microsomes). (8) The drug is CC(C)c1nccn1-c1ccc(C2=Nc3c(C(C)(C)C)nn(CCO)c3C(=O)NC2)cc1. The result is 1 (stable in human liver microsomes). (9) The molecule is CO/N=C1\CC[C@@]2(C)[C@H](CC[C@H]3[C@@H]4CC[C@@]5(CC(C)=C4C[C@@H]32)O[C@@H]2C[C@H](C)CN[C@H]2[C@H]5C)C1. The result is 0 (unstable in human liver microsomes). (10) The drug is CS(=O)(=O)c1cccc(Oc2cccc(-n3c(-c4ccccc4)nc4c(C(F)(F)F)cccc43)c2)c1. The result is 1 (stable in human liver microsomes).